Dataset: Forward reaction prediction with 1.9M reactions from USPTO patents (1976-2016). Task: Predict the product of the given reaction. (1) Given the reactants C([O:3][C:4](=[O:37])[C:5]([O:8][C:9]1[CH:14]=[CH:13][C:12]([O:15][CH2:16][C:17]2[C:18]([CH2:33][CH2:34][CH2:35][CH3:36])=[N:19][C:20]([C:23]3[CH:28]=[CH:27][C:26]([C:29]([F:32])([F:31])[F:30])=[CH:25][CH:24]=3)=[N:21][CH:22]=2)=[CH:11][CH:10]=1)([CH3:7])[CH3:6])C.[Li+].[OH-], predict the reaction product. The product is: [CH2:33]([C:18]1[C:17]([CH2:16][O:15][C:12]2[CH:13]=[CH:14][C:9]([O:8][C:5]([CH3:6])([CH3:7])[C:4]([OH:37])=[O:3])=[CH:10][CH:11]=2)=[CH:22][N:21]=[C:20]([C:23]2[CH:28]=[CH:27][C:26]([C:29]([F:31])([F:32])[F:30])=[CH:25][CH:24]=2)[N:19]=1)[CH2:34][CH2:35][CH3:36]. (2) Given the reactants [CH:1]([CH:4]1[C:9](=[O:10])[NH:8][C:7]2[CH:11]=[CH:12][CH:13]=[CH:14][C:6]=2[S:5]1)([CH3:3])[CH3:2].[H-].[Na+].Br[CH2:18][C:19]([O:21][CH3:22])=[O:20].Cl, predict the reaction product. The product is: [CH3:22][O:21][C:19](=[O:20])[CH2:18][N:8]1[C:7]2[CH:11]=[CH:12][CH:13]=[CH:14][C:6]=2[S:5][CH:4]([CH:1]([CH3:3])[CH3:2])[C:9]1=[O:10]. (3) The product is: [Br:33][C:30]1[CH:31]=[C:32]2[C:24]([CH2:22][C:19]3[CH:20]=[CH:21][C:16]([NH:7][CH2:8][C:9]4[CH:14]=[CH:13][C:12]([Cl:15])=[CH:11][CH:10]=4)=[N:17][CH:18]=3)=[CH:25][NH:26][C:27]2=[N:28][CH:29]=1. Given the reactants C(OC(=O)[N:7]([C:16]1[CH:21]=[CH:20][C:19]([CH:22]([C:24]2[C:32]3[C:27](=[N:28][CH:29]=[C:30]([Br:33])[CH:31]=3)[NH:26][CH:25]=2)O)=[CH:18][N:17]=1)[CH2:8][C:9]1[CH:14]=[CH:13][C:12]([Cl:15])=[CH:11][CH:10]=1)(C)(C)C.FC(F)(F)C(O)=O.C([SiH](CC)CC)C.O, predict the reaction product.